Dataset: Catalyst prediction with 721,799 reactions and 888 catalyst types from USPTO. Task: Predict which catalyst facilitates the given reaction. (1) Reactant: [C:1]([C:3](=[C:9](OCC)[CH2:10][CH3:11])[C:4]([O:6][CH2:7][CH3:8])=[O:5])#[N:2].Cl.[F:16][C:17]1[CH:22]=[CH:21][C:20]([NH:23][NH2:24])=[CH:19][CH:18]=1.C(N(CC)CC)C. Product: [NH2:2][C:1]1[N:23]([C:20]2[CH:21]=[CH:22][C:17]([F:16])=[CH:18][CH:19]=2)[N:24]=[C:9]([CH2:10][CH3:11])[C:3]=1[C:4]([O:6][CH2:7][CH3:8])=[O:5]. The catalyst class is: 5. (2) Reactant: [Br:1][C:2]1[CH:3]=[C:4]([S:8]([NH:11][C@@H:12]2[CH2:16][CH2:15][N:14]([C:17](OC(C)(C)C)=O)[CH2:13]2)(=[O:10])=[O:9])[CH:5]=[CH:6][CH:7]=1.C([O-])([O-])=O.[K+].[K+].Br[CH2:31][C:32]1[CH:37]=[CH:36][CH:35]=[CH:34][CH:33]=1.CC[N:40](C(C)C)C(C)C.BrC#N. Product: [Br:1][C:2]1[CH:3]=[C:4]([S:8]([N:11]([C@@H:12]2[CH2:16][CH2:15][N:14]([C:17]#[N:40])[CH2:13]2)[CH2:31][C:32]2[CH:37]=[CH:36][CH:35]=[CH:34][CH:33]=2)(=[O:9])=[O:10])[CH:5]=[CH:6][CH:7]=1. The catalyst class is: 21. (3) Reactant: [NH2:1][C:2]1[S:3][C:4]([C:13]([OH:15])=O)=[C:5]([C:7]2[CH:12]=[CH:11][CH:10]=[CH:9][CH:8]=2)[N:6]=1.Cl.Cl.[C:18]([C:20]1[CH:21]=[C:22]([N:26]2[CH2:31][CH2:30][NH:29][CH2:28][CH2:27]2)[CH:23]=[CH:24][CH:25]=1)#[N:19].Cl.CN(C)CCCN=C=NCC.O.ON1C2C=CC=CC=2N=N1. Product: [NH2:1][C:2]1[S:3][C:4]([C:13]([N:29]2[CH2:28][CH2:27][N:26]([C:22]3[CH:21]=[C:20]([CH:25]=[CH:24][CH:23]=3)[C:18]#[N:19])[CH2:31][CH2:30]2)=[O:15])=[C:5]([C:7]2[CH:8]=[CH:9][CH:10]=[CH:11][CH:12]=2)[N:6]=1. The catalyst class is: 236. (4) Reactant: [CH3:1][C:2]1([C:22]2[CH:27]=[CH:26][C:25]([O:28][CH2:29][CH2:30][N:31]3[CH2:36][CH2:35][CH2:34][CH2:33][CH2:32]3)=[CH:24][CH:23]=2)[C:19]2[C:18]3[CH:17]=[CH:16][C:15]([OH:20])=[CH:14][C:13]=3[O:12][CH2:11][C:10]=2[C:9]2[CH:8]=[CH:7][C:6]([OH:21])=[CH:5][C:4]=2[O:3]1.[CH3:37][C:38]([CH3:43])([CH3:42])[C:39](Cl)=[O:40].[C:44]([O-:47])(O)=O.[Na+]. Product: [CH3:37][C:38]([CH3:43])([CH3:42])[C:39]([O:20][C:15]1[CH:16]=[CH:17][C:18]2[C:19]3[C:2]([CH3:1])([C:22]4[CH:27]=[CH:26][C:25]([O:28][CH2:29][CH2:30][N:31]5[CH2:36][CH2:35][CH2:34][CH2:33][CH2:32]5)=[CH:24][CH:23]=4)[O:3][C:4]4[CH:5]=[C:6]([O:21][C:44](=[O:47])[C:2]([CH3:22])([CH3:19])[CH3:1])[CH:7]=[CH:8][C:9]=4[C:10]=3[CH2:11][O:12][C:13]=2[CH:14]=1)=[O:40]. The catalyst class is: 4. (5) Reactant: Cl[C:2]1[CH:7]=[C:6]([C:8]2[CH:13]=[CH:12][CH:11]=[CH:10][CH:9]=2)[N:5]=[C:4]([NH:14][C:15](=[O:32])[CH2:16][CH2:17][C:18]([C:20]2[CH:25]=[CH:24][C:23]([O:26][CH2:27][CH3:28])=[C:22]([O:29][CH2:30][CH3:31])[CH:21]=2)=[O:19])[CH:3]=1.C1(C2C=CC=CC=2)C=CC=CC=1P(C1CCCCC1)C1CCCCC1.C(=O)([O-])[O-].[K+].[K+].[C:64]([C:66]1[CH:67]=[C:68](B(O)O)[CH:69]=[CH:70][CH:71]=1)#[N:65]. Product: [C:64]([C:66]1[CH:71]=[C:70]([C:2]2[CH:7]=[C:6]([C:8]3[CH:13]=[CH:12][CH:11]=[CH:10][CH:9]=3)[N:5]=[C:4]([NH:14][C:15](=[O:32])[CH2:16][CH2:17][C:18]([C:20]3[CH:25]=[CH:24][C:23]([O:26][CH2:27][CH3:28])=[C:22]([O:29][CH2:30][CH3:31])[CH:21]=3)=[O:19])[CH:3]=2)[CH:69]=[CH:68][CH:67]=1)#[N:65]. The catalyst class is: 110. (6) Reactant: [N+:1]([C:4]1[CH:5]=[C:6]([C:10]2[S:11][C:12]3[CH:13]=[N:14][CH:15]=[CH:16][C:17]=3[N:18]=2)[CH:7]=[CH:8][CH:9]=1)([O-])=O.CO.O.[SH-].[Na+]. Product: [N:18]1[C:17]2[CH:16]=[CH:15][N:14]=[CH:13][C:12]=2[S:11][C:10]=1[C:6]1[CH:5]=[C:4]([NH2:1])[CH:9]=[CH:8][CH:7]=1. The catalyst class is: 6.